Task: Predict the reaction yield, written as a fraction of the theoretical maximum amount of product (1.0 means a 100% yield; for example, 0.34 means a 34% yield).. Dataset: Reaction yield outcomes from USPTO patents with 853,638 reactions (1) The reactants are Cl.C(OC([N:9]([CH2:20][C:21]1[CH:26]=[CH:25][C:24]([O:27][CH3:28])=[CH:23][CH:22]=1)[S:10]([NH:13][CH2:14][C:15]([O:17][CH2:18][CH3:19])=[O:16])(=[O:12])=[O:11])=O)CCC. The catalyst is CO. The product is [CH3:28][O:27][C:24]1[CH:23]=[CH:22][C:21]([CH2:20][NH:9][S:10]([NH:13][CH2:14][C:15]([O:17][CH2:18][CH3:19])=[O:16])(=[O:11])=[O:12])=[CH:26][CH:25]=1. The yield is 0.700. (2) The reactants are [Br:1][C:2]1[C:3]([O:15][CH3:16])=[CH:4][C:5]2[NH:6][C:7]3[C:12]([C:13]=2[CH:14]=1)=[CH:11][CH:10]=[CH:9][CH:8]=3.[OH-].[Na+].[CH3:19][CH:20]([CH2:24][CH2:25][CH2:26][CH:27]([CH3:29])[CH3:28])[CH2:21][CH2:22]Br. The catalyst is [Cl-].C([N+](CC)(CC)CC)C1C=CC=CC=1.C1(C)C=CC=CC=1. The product is [Br:1][C:2]1[C:3]([O:15][CH3:16])=[CH:4][C:5]2[N:6]([CH2:22][CH2:21][CH:20]([CH3:19])[CH2:24][CH2:25][CH2:26][CH:27]([CH3:29])[CH3:28])[C:7]3[C:12]([C:13]=2[CH:14]=1)=[CH:11][CH:10]=[CH:9][CH:8]=3. The yield is 0.760. (3) The reactants are [NH:1]1[CH:5]=[CH:4][CH:3]=[C:2]1[C:6]([OH:8])=[O:7].C(=O)([O-])[O-].[Cs+].[Cs+].[CH2:15](Br)[CH:16]=[CH2:17].[Cl-].[NH4+]. The catalyst is CN(C)C=O.C(OCC)C. The product is [CH2:17]([O:7][C:6]([C:2]1[NH:1][CH:5]=[CH:4][CH:3]=1)=[O:8])[CH:16]=[CH2:15]. The yield is 0.760.